This data is from Peptide-MHC class I binding affinity with 185,985 pairs from IEDB/IMGT. The task is: Regression. Given a peptide amino acid sequence and an MHC pseudo amino acid sequence, predict their binding affinity value. This is MHC class I binding data. (1) The peptide sequence is GSENLNSLY. The MHC is Mamu-A02 with pseudo-sequence Mamu-A02. The binding affinity (normalized) is 0.919. (2) The peptide sequence is STLNFNNLH. The MHC is HLA-B35:01 with pseudo-sequence HLA-B35:01. The binding affinity (normalized) is 0. (3) The peptide sequence is VLDMGDPVK. The MHC is HLA-A30:01 with pseudo-sequence HLA-A30:01. The binding affinity (normalized) is 0.397.